Dataset: Forward reaction prediction with 1.9M reactions from USPTO patents (1976-2016). Task: Predict the product of the given reaction. (1) Given the reactants CS(O)(=O)=O.[OH:6][N:7]1[C:12]([CH3:14])([CH3:13])[CH2:11][CH:10]([O:15][CH3:16])[CH2:9][C:8]1([CH3:18])[CH3:17].OO.S([O-])([O-])=O.[Na+].[Na+].C(O[CH2:31][CH3:32])(=O)C, predict the reaction product. The product is: [CH:32]1([O:6][N:7]2[C:12]([CH3:13])([CH3:14])[CH2:11][CH:10]([O:15][CH3:16])[CH2:9][C:8]2([CH3:18])[CH3:17])[CH2:31][CH2:10][CH2:9][CH2:8][CH2:17]1. (2) The product is: [Cl:17][C:3]1[CH:4]=[C:5]([C:19]2[CH:24]=[N:23][CH:22]=[CH:21][N:20]=2)[CH:6]=[CH:7][C:2]=1[NH2:1]. Given the reactants [NH2:1][C:2]1[CH:7]=[CH:6][C:5](B2OC(C)(C)C(C)(C)O2)=[CH:4][C:3]=1[Cl:17].Br[C:19]1[CH:24]=[N:23][CH:22]=[CH:21][N:20]=1.C(=O)([O-])[O-].[Na+].[Na+], predict the reaction product. (3) Given the reactants [NH:1]1[C:5]([C:6]2[CH:15]=[CH:14][CH:13]=[C:12]3[C:7]=2[CH2:8][CH2:9][CH2:10][N:11]3[C:16](=[O:29])[CH2:17][CH2:18][CH2:19][O:20][C:21]2[CH:26]=[CH:25][CH:24]=[C:23]([CH3:27])[C:22]=2[CH3:28])=[N:4][N:3]=[N:2]1.Br[CH2:31][C:32]1[CH:33]=[C:34]([NH:38][C:39](=[O:45])[O:40][C:41]([CH3:44])([CH3:43])[CH3:42])[CH:35]=[CH:36][CH:37]=1.C([O-])([O-])=O.[K+].[K+], predict the reaction product. The product is: [CH3:28][C:22]1[C:23]([CH3:27])=[CH:24][CH:25]=[CH:26][C:21]=1[O:20][CH2:19][CH2:18][CH2:17][C:16]([N:11]1[C:12]2[C:7](=[C:6]([C:5]3[N:4]=[N:3][N:2]([CH2:31][C:32]4[CH:33]=[C:34]([NH:38][C:39](=[O:45])[O:40][C:41]([CH3:43])([CH3:42])[CH3:44])[CH:35]=[CH:36][CH:37]=4)[N:1]=3)[CH:15]=[CH:14][CH:13]=2)[CH2:8][CH2:9][CH2:10]1)=[O:29]. (4) The product is: [CH3:11][O:12][C:13](=[O:28])[C@H:14]([CH2:21][C:22]1[CH:27]=[CH:26][CH:25]=[CH:24][CH:23]=1)[NH:15][C:16](=[O:20])[C@H:17]([CH3:19])[NH:18][C:8](=[O:10])[CH2:7][CH:1]1[CH2:2][CH2:3][CH2:4][CH2:5][CH2:6]1. Given the reactants [CH:1]1([CH2:7][C:8]([OH:10])=O)[CH2:6][CH2:5][CH2:4][CH2:3][CH2:2]1.[CH3:11][O:12][C:13](=[O:28])[C@H:14]([CH2:21][C:22]1[CH:27]=[CH:26][CH:25]=[CH:24][CH:23]=1)[NH:15][C:16](=[O:20])[C@H:17]([CH3:19])[NH2:18].C(N[C@H](C(O)=O)C)(OC(C)(C)C)=O.Cl.COC(=O)[C@H](CC1C=CC=CC=1)N, predict the reaction product. (5) Given the reactants [C:1]([C:5]1[CH:10]=[CH:9][C:8]([S:11]([N:14]2[C:20]3[CH:21]=[C:22]([C:25]([NH:27][NH2:28])=[O:26])[CH:23]=[CH:24][C:19]=3[NH:18][C:17]3[N:29]=[C:30]([C:33]([F:36])([F:35])[F:34])[CH:31]=[CH:32][C:16]=3[CH2:15]2)(=[O:13])=[O:12])=[CH:7][CH:6]=1)([CH3:4])([CH3:3])[CH3:2].[C:37](Cl)(Cl)=[S:38], predict the reaction product. The product is: [C:1]([C:5]1[CH:6]=[CH:7][C:8]([S:11]([N:14]2[C:20]3[CH:21]=[C:22]([C:25]4[O:26][C:37](=[S:38])[NH:28][N:27]=4)[CH:23]=[CH:24][C:19]=3[NH:18][C:17]3[N:29]=[C:30]([C:33]([F:35])([F:36])[F:34])[CH:31]=[CH:32][C:16]=3[CH2:15]2)(=[O:13])=[O:12])=[CH:9][CH:10]=1)([CH3:4])([CH3:2])[CH3:3].